Predict the product of the given reaction. From a dataset of Forward reaction prediction with 1.9M reactions from USPTO patents (1976-2016). (1) Given the reactants [N:1]1[CH:6]=[CH:5][N:4]=[CH:3][C:2]=1[NH2:7].[C:8](OC(=O)C)(=[O:10])[CH3:9], predict the reaction product. The product is: [N:1]1[CH:6]=[CH:5][N:4]=[CH:3][C:2]=1[NH:7][C:8](=[O:10])[CH3:9]. (2) Given the reactants [N:1]1[CH:6]=[CH:5][C:4]([C:7]([NH:9][C:10]2[CH:25]=[CH:24][CH:23]=[CH:22][C:11]=2[C:12]([NH:14][C:15]2[CH:20]=[CH:19][C:18]([Cl:21])=[CH:17][CH:16]=2)=[O:13])=[O:8])=[CH:3][CH:2]=1.[CH2:26]([Br:33])[C:27]1[CH:32]=[CH:31][CH:30]=[CH:29][CH:28]=1, predict the reaction product. The product is: [Br-:33].[CH2:26]([N+:1]1[CH:6]=[CH:5][C:4]([C:7]([NH:9][C:10]2[CH:25]=[CH:24][CH:23]=[CH:22][C:11]=2[C:12]([NH:14][C:15]2[CH:20]=[CH:19][C:18]([Cl:21])=[CH:17][CH:16]=2)=[O:13])=[O:8])=[CH:3][CH:2]=1)[C:27]1[CH:32]=[CH:31][CH:30]=[CH:29][CH:28]=1.